From a dataset of Reaction yield outcomes from USPTO patents with 853,638 reactions. Predict the reaction yield, written as a fraction of the theoretical maximum amount of product (1.0 means a 100% yield; for example, 0.34 means a 34% yield). The reactants are [CH2:1]([O:8][C:9]1[CH:14]=[CH:13][C:12]([S:15]([NH:18][C@@H:19]2[CH2:24][CH2:23][O:22][CH2:21][C@:20]2([CH3:29])[C:25]([O:27]C)=[O:26])(=[O:17])=[O:16])=[CH:11][CH:10]=1)[C:2]1[CH:7]=[CH:6][CH:5]=[CH:4][CH:3]=1.[OH-].[Na+].Cl. The catalyst is C1COCC1.CO. The product is [CH2:1]([O:8][C:9]1[CH:14]=[CH:13][C:12]([S:15]([NH:18][C@@H:19]2[CH2:24][CH2:23][O:22][CH2:21][C@:20]2([CH3:29])[C:25]([OH:27])=[O:26])(=[O:16])=[O:17])=[CH:11][CH:10]=1)[C:2]1[CH:3]=[CH:4][CH:5]=[CH:6][CH:7]=1. The yield is 0.880.